Task: Predict the reactants needed to synthesize the given product.. Dataset: Full USPTO retrosynthesis dataset with 1.9M reactions from patents (1976-2016) (1) Given the product [C:1]1([C:22]2[CH:23]=[CH:24][CH:25]=[CH:26][CH:27]=2)[CH:2]=[CH:3][C:4]([CH2:7][C@H:8]2[NH:12][C:11](=[O:19])[C:10]([CH3:21])([CH3:20])[CH2:9]2)=[CH:5][CH:6]=1, predict the reactants needed to synthesize it. The reactants are: [C:1]1([C:22]2[CH:27]=[CH:26][CH:25]=[CH:24][CH:23]=2)[CH:6]=[CH:5][C:4]([CH2:7][C@H:8]2[N:12](C(=O)C(C)(C)C)[C:11](=[O:19])[C:10]([CH3:21])([CH3:20])[CH2:9]2)=[CH:3][CH:2]=1.[OH-].[Li+].OO.S(=O)(=O)(O)[O-].[Na+]. (2) Given the product [CH3:23][O:1][C:2]1[C:12]2[C:13]3[C:5]([CH2:6][CH:7]([O:14][Si:15]([O:18][C:19]([CH3:22])([CH3:21])[CH3:20])([CH3:16])[CH3:17])[C:8]=3[CH:9]=[CH:10][CH:11]=2)=[CH:4][CH:3]=1, predict the reactants needed to synthesize it. The reactants are: [OH:1][C:2]1[C:12]2[C:13]3[C:5]([CH2:6][CH:7]([O:14][Si:15]([O:18][C:19]([CH3:22])([CH3:21])[CH3:20])([CH3:17])[CH3:16])[C:8]=3[CH:9]=[CH:10][CH:11]=2)=[CH:4][CH:3]=1.[C:23](=O)([O-])[O-].[K+].[K+].CI. (3) Given the product [F:16][C:13]1[CH:14]=[CH:15][C:10]([C:8]([C:6]2[N:7]=[C:2]([NH:27][C:24]3[CH:23]=[C:22]([CH3:21])[NH:26][N:25]=3)[C:3]3[S:19][C:18]([CH3:20])=[CH:17][C:4]=3[N:5]=2)=[O:9])=[CH:11][CH:12]=1, predict the reactants needed to synthesize it. The reactants are: Cl[C:2]1[C:3]2[S:19][C:18]([CH3:20])=[CH:17][C:4]=2[N:5]=[C:6]([C:8]([C:10]2[CH:15]=[CH:14][C:13]([F:16])=[CH:12][CH:11]=2)=[O:9])[N:7]=1.[CH3:21][C:22]1[NH:26][N:25]=[C:24]([NH2:27])[CH:23]=1.CCN(C(C)C)C(C)C.